From a dataset of Reaction yield outcomes from USPTO patents with 853,638 reactions. Predict the reaction yield, written as a fraction of the theoretical maximum amount of product (1.0 means a 100% yield; for example, 0.34 means a 34% yield). (1) The reactants are Cl.Br[C:3]1[CH:4]=[C:5]([CH2:10][NH2:11])[CH:6]=[CH:7][C:8]=1[F:9].[OH:12][CH2:13][C:14]1[CH:15]=[C:16](B(O)O)[CH:17]=[CH:18][CH:19]=1.C(=O)([O-])[O-].[K+].[K+]. The catalyst is O1CCOCC1.O.C1C=CC([P]([Pd]([P](C2C=CC=CC=2)(C2C=CC=CC=2)C2C=CC=CC=2)([P](C2C=CC=CC=2)(C2C=CC=CC=2)C2C=CC=CC=2)[P](C2C=CC=CC=2)(C2C=CC=CC=2)C2C=CC=CC=2)(C2C=CC=CC=2)C2C=CC=CC=2)=CC=1. The product is [NH4+:11].[OH-:12].[NH2:11][CH2:10][C:5]1[CH:6]=[CH:7][C:8]([F:9])=[C:3]([C:18]2[CH:17]=[CH:16][CH:15]=[C:14]([CH2:13][OH:12])[CH:19]=2)[CH:4]=1. The yield is 0.0100. (2) The reactants are C([O:8][C:9]1[C:14]2[CH:15]=[C:16]([C:18](=O)[CH2:19]Br)[O:17][C:13]=2[CH:12]=[CH:11][N:10]=1)C1C=CC=CC=1.[F:22][C:23]([C:26]1[S:30][C:29]([NH2:31])=[N:28][N:27]=1)([F:25])[CH3:24].CC(O)C. The catalyst is ClCCl. The product is [F:22][C:23]([C:26]1[S:30][C:29]2=[N:31][C:18]([C:16]3[O:17][C:13]4[CH:12]=[CH:11][N:10]=[C:9]([OH:8])[C:14]=4[CH:15]=3)=[CH:19][N:28]2[N:27]=1)([F:25])[CH3:24]. The yield is 0.580. (3) The reactants are [N+:1]([C:4]1[CH:21]=[CH:20][C:7](/[CH:8]=[N:9]/[C:10]2[CH:19]=[CH:18][C:13]([C:14]([O:16][CH3:17])=[O:15])=[CH:12][CH:11]=2)=[CH:6][CH:5]=1)([O-:3])=[O:2].[CH:22](=[O:26])[CH:23]([CH3:25])[CH3:24]. The catalyst is O1CCCC1.FC(F)(F)S([O-])(=O)=O.[Y+3].FC(F)(F)S([O-])(=O)=O.FC(F)(F)S([O-])(=O)=O. The product is [OH:26][CH:22]1[C:19]2[C:10](=[CH:11][CH:12]=[C:13]([C:14]([O:16][CH3:17])=[O:15])[CH:18]=2)[NH:9][CH:8]([C:7]2[CH:6]=[CH:5][C:4]([N+:1]([O-:3])=[O:2])=[CH:21][CH:20]=2)[C:23]1([CH3:25])[CH3:24]. The yield is 0.200. (4) The reactants are [Cl:1][C:2]1[C:10]([NH:11][S:12]([C:15]2[S:16][CH:17]=[CH:18][CH:19]=2)(=[O:14])=[O:13])=[C:9]2[C:5]([CH:6]=[C:7]([C:20]([OH:22])=O)[NH:8]2)=[CH:4][CH:3]=1.[N:23]1(O)C2C=CC=CC=2N=N1.Cl.CN(C)CCCN=C=NCC.N.C(O)(=O)CC(CC(O)=O)(C(O)=O)O. The catalyst is CN(C)C=O. The product is [Cl:1][C:2]1[C:10]([NH:11][S:12]([C:15]2[S:16][CH:17]=[CH:18][CH:19]=2)(=[O:14])=[O:13])=[C:9]2[C:5]([CH:6]=[C:7]([C:20]([NH2:23])=[O:22])[NH:8]2)=[CH:4][CH:3]=1. The yield is 0.960.